This data is from CYP2C19 inhibition data for predicting drug metabolism from PubChem BioAssay. The task is: Regression/Classification. Given a drug SMILES string, predict its absorption, distribution, metabolism, or excretion properties. Task type varies by dataset: regression for continuous measurements (e.g., permeability, clearance, half-life) or binary classification for categorical outcomes (e.g., BBB penetration, CYP inhibition). Dataset: cyp2c19_veith. (1) The compound is CCc1cc(C(c2ccccc2OC)N2CCOCC2)c(NC(=O)c2ccccc2)s1. The result is 1 (inhibitor). (2) The compound is NC(N)=Nc1ccc2[nH]c3c(c2c1)C[C@]1(O)[C@@H]2Cc4ccc(O)c5c4[C@]1(CCN2CC1CC1)[C@@H]3O5. The result is 0 (non-inhibitor). (3) The molecule is COc1ncc2nc(-c3cn(C)c4ccccc34)c(=O)n(CCc3ccccc3)c2n1. The result is 1 (inhibitor). (4) The compound is Cc1nc(N2CCN(c3ccccc3)CC2)[nH]c(=O)c1Cc1cccc2ccccc12. The result is 0 (non-inhibitor). (5) The molecule is CC[N+](CC)(CC)COc1ccc(/C=C\c2ccccc2)cc1. The result is 0 (non-inhibitor). (6) The molecule is Cc1cccc(C(=O)NC2CCN(C(=S)NCc3ccco3)CC2)c1. The result is 1 (inhibitor).